Dataset: Catalyst prediction with 721,799 reactions and 888 catalyst types from USPTO. Task: Predict which catalyst facilitates the given reaction. (1) Reactant: [OH:1][CH:2]([C:19]1[CH:24]=[CH:23][CH:22]=[CH:21][N:20]=1)[C:3]1[CH:4]=[C:5]([C:16]([OH:18])=O)[CH:6]=[C:7]([C:9]2[CH:14]=[CH:13][C:12]([CH3:15])=[CH:11][CH:10]=2)[CH:8]=1.[CH3:25][C:26]1[N:31]=[CH:30][C:29]([CH2:32][NH2:33])=[CH:28][CH:27]=1.F[P-](F)(F)(F)(F)F.C[N+](C)=C(N(C)C)ON1C2N=CC=CC=2N=N1.C(N(CC)C(C)C)(C)C. Product: [OH:1][CH:2]([C:19]1[CH:24]=[CH:23][CH:22]=[CH:21][N:20]=1)[C:3]1[CH:4]=[C:5]([C:16]([NH:33][CH2:32][C:29]2[CH:30]=[N:31][C:26]([CH3:25])=[CH:27][CH:28]=2)=[O:18])[CH:6]=[C:7]([C:9]2[CH:14]=[CH:13][C:12]([CH3:15])=[CH:11][CH:10]=2)[CH:8]=1. The catalyst class is: 9. (2) Reactant: CO[CH:3](OC)[N:4]([CH3:6])[CH3:5].[Br:9][C:10]1[C:18]2[C:13](=[N:14][CH:15]=[N:16][C:17]=2[NH2:19])[N:12]([C:20]([CH3:23])([CH3:22])[CH3:21])[N:11]=1. Product: [Br:9][C:10]1[C:18]2[C:13](=[N:14][CH:15]=[N:16][C:17]=2[N:19]=[CH:3][N:4]([CH3:6])[CH3:5])[N:12]([C:20]([CH3:23])([CH3:22])[CH3:21])[N:11]=1. The catalyst class is: 11.